This data is from Full USPTO retrosynthesis dataset with 1.9M reactions from patents (1976-2016). The task is: Predict the reactants needed to synthesize the given product. (1) Given the product [CH2:19]([NH:22][C:23]([NH:11][C:9]1[S:8][C:5]2[C:4]([N:10]=1)=[CH:3][C:2]([Br:1])=[CH:7][N:6]=2)=[O:24])[CH:20]=[CH2:21], predict the reactants needed to synthesize it. The reactants are: [Br:1][C:2]1[CH:3]=[C:4]2[N:10]=[C:9]([NH2:11])[S:8][C:5]2=[N:6][CH:7]=1.C(N(CC)CC)C.[CH2:19]([N:22]=[C:23]=[O:24])[CH:20]=[CH2:21]. (2) Given the product [ClH:47].[CH2:1]([CH:8]1[C:17]2[CH:16]=[C:15]([O:18][CH2:19][CH2:20][NH:21][S:22]([CH2:25][CH:26]3[CH2:28][CH2:27]3)(=[O:24])=[O:23])[CH:14]=[CH:13][C:12]=2[CH2:11][CH2:10][CH:9]1[NH:29][CH3:30])[C:2]1[CH:7]=[CH:6][CH:5]=[CH:4][CH:3]=1, predict the reactants needed to synthesize it. The reactants are: [CH2:1]([CH:8]1[C:17]2[C:12](=[CH:13][CH:14]=[C:15]([O:18][CH2:19][CH2:20][NH:21][S:22]([CH2:25][CH:26]3[CH2:28][CH2:27]3)(=[O:24])=[O:23])[CH:16]=2)[CH2:11][CH2:10][CH:9]1[NH:29][C:30](=O)OCC)[C:2]1[CH:7]=[CH:6][CH:5]=[CH:4][CH:3]=1.[H-].[H-].[H-].[H-].[Li+].[Al+3].[OH-].[Na+].CC(O)C.[ClH:47]. (3) Given the product [S:1]1[C:10]2[CH:9]=[CH:8][CH:7]=[CH:6][C:5]=2[CH:4]([OH:11])[CH2:3][CH2:2]1, predict the reactants needed to synthesize it. The reactants are: [S:1]1[C:10]2[C:5](=[CH:6][CH:7]=[CH:8][CH:9]=2)[C:4](=[O:11])[CH2:3][CH2:2]1.[H-].[Al+3].[Li+].[H-].[H-].[H-].O.OS(O)(=O)=O. (4) The reactants are: [OH:1][C:2]1[CH:7]=[CH:6][CH:5]=[CH:4][C:3]=1[CH2:8][C:9]([C:11]1[C:19]2[C:14](=[CH:15][CH:16]=[CH:17][CH:18]=2)[N:13]([CH2:20][CH2:21][CH2:22][CH2:23][CH3:24])[CH:12]=1)=[O:10].C(=O)([O-])[O-].[K+].[K+].Br[CH2:32][C:33]([O:35][C:36]([CH3:39])([CH3:38])[CH3:37])=[O:34]. Given the product [O:10]=[C:9]([C:11]1[C:19]2[C:14](=[CH:15][CH:16]=[CH:17][CH:18]=2)[N:13]([CH2:20][CH2:21][CH2:22][CH2:23][CH3:24])[CH:12]=1)[CH2:8][C:3]1[CH:4]=[CH:5][CH:6]=[CH:7][C:2]=1[O:1][CH2:32][C:33]([O:35][C:36]([CH3:39])([CH3:38])[CH3:37])=[O:34], predict the reactants needed to synthesize it.